From a dataset of Reaction yield outcomes from USPTO patents with 853,638 reactions. Predict the reaction yield, written as a fraction of the theoretical maximum amount of product (1.0 means a 100% yield; for example, 0.34 means a 34% yield). (1) The reactants are [NH2:1][C:2]1[N:7]=[CH:6][N:5]=[C:4]2[N:8]([CH2:12][C:13]3[O:14][C:15]4[C:20]([C:21](=[O:29])[C:22]=3[C:23]3[CH:28]=[CH:27][CH:26]=[CH:25][CH:24]=3)=[CH:19][CH:18]=[CH:17][CH:16]=4)[N:9]=[C:10](I)[C:3]=12.C([N:37]1[C:45]2[C:40](=[CH:41][CH:42]=[C:43](B3OC(C)(C)C(C)(C)O3)[CH:44]=2)[C:39]([CH3:55])=[N:38]1)(OC(C)(C)C)=O.C(=O)([O-])[O-].[Na+].[Na+].ClCCl. The catalyst is CN(C=O)C.C(O)C.O. The product is [NH2:1][C:2]1[N:7]=[CH:6][N:5]=[C:4]2[N:8]([CH2:12][C:13]3[O:14][C:15]4[C:20]([C:21](=[O:29])[C:22]=3[C:23]3[CH:28]=[CH:27][CH:26]=[CH:25][CH:24]=3)=[CH:19][CH:18]=[CH:17][CH:16]=4)[N:9]=[C:10]([C:43]3[CH:44]=[C:45]4[C:40]([C:39]([CH3:55])=[N:38][NH:37]4)=[CH:41][CH:42]=3)[C:3]=12. The yield is 0.260. (2) The reactants are [C:1]([C:4]1[CH:9]=[CH:8][C:7]([C:10]([F:13])([F:12])[F:11])=[CH:6][CH:5]=1)([CH3:3])=[CH2:2].CN1C=CN=C1.[N+](=[CH:22][C:23]([O:25][CH2:26][CH3:27])=[O:24])=[N-]. The catalyst is C1(C)C=CC=CC=1. The product is [CH3:3][C:1]1([C:4]2[CH:9]=[CH:8][C:7]([C:10]([F:11])([F:13])[F:12])=[CH:6][CH:5]=2)[CH2:2][CH:22]1[C:23]([O:25][CH2:26][CH3:27])=[O:24]. The yield is 0.820. (3) The reactants are [CH2:1]([C:3]1[N:4]=[C:5]([C:12]2[CH:13]=[C:14]([NH:22][C:23]([CH2:25][CH2:26][CH2:27][NH:28][C:29](OC(C)(C)C)=[O:30])=[O:24])[CH:15]=[CH:16][C:17]=2[O:18][CH2:19][CH2:20][CH3:21])[NH:6][C:7](=[O:11])[C:8]=1[CH2:9][CH3:10])[CH3:2].F[C:37](F)(F)C(O)=O.C(Cl)(=O)C. The catalyst is ClCCl. The product is [C:29]([NH:28][CH2:27][CH2:26][CH2:25][C:23]([NH:22][C:14]1[CH:15]=[CH:16][C:17]([O:18][CH2:19][CH2:20][CH3:21])=[C:12]([C:5]2[NH:6][C:7](=[O:11])[C:8]([CH2:9][CH3:10])=[C:3]([CH2:1][CH3:2])[N:4]=2)[CH:13]=1)=[O:24])(=[O:30])[CH3:37]. The yield is 0.280. (4) The reactants are [C:1]([O:5][C:6](=[O:27])[N:7]([C:9]1[CH:14]=[CH:13][CH:12]=[C:11]([CH2:15][CH2:16][O:17][C:18]2[CH:19]=[C:20]3[C:24](=[CH:25][CH:26]=2)[NH:23][CH:22]=[CH:21]3)[N:10]=1)[CH3:8])([CH3:4])([CH3:3])[CH3:2].[CH2:28]([O:30][C:31](=[O:44])[C:32]#[C:33][C:34]1[CH:35]=[N:36][C:37]2[C:42]([CH:43]=1)=[CH:41][CH:40]=[CH:39][CH:38]=2)[CH3:29]. No catalyst specified. The product is [CH2:28]([O:30][C:31](=[O:44])[CH:32]=[C:33]([N:23]1[C:24]2[C:20](=[CH:19][C:18]([O:17][CH2:16][CH2:15][C:11]3[CH:12]=[CH:13][CH:14]=[C:9]([N:7]([C:6]([O:5][C:1]([CH3:4])([CH3:2])[CH3:3])=[O:27])[CH3:8])[N:10]=3)=[CH:26][CH:25]=2)[CH:21]=[CH:22]1)[C:34]1[CH:35]=[N:36][C:37]2[C:42]([CH:43]=1)=[CH:41][CH:40]=[CH:39][CH:38]=2)[CH3:29]. The yield is 0.480. (5) The reactants are [O:1]([C:8]1[C:9]([NH2:21])=[N:10][CH:11]=[C:12]([S:14][C:15]2[CH:20]=[CH:19][CH:18]=[CH:17][N:16]=2)[CH:13]=1)[C:2]1[CH:7]=[CH:6][CH:5]=[CH:4][CH:3]=1.[C:22]([N:30]=[C:31]=[S:32])(=[O:29])[C:23]1[CH:28]=[CH:27][CH:26]=[CH:25][CH:24]=1. The catalyst is C1COCC1. The product is [C:22]([NH:30][C:31]([NH:21][C:9]1[C:8]([O:1][C:2]2[CH:7]=[CH:6][CH:5]=[CH:4][CH:3]=2)=[CH:13][C:12]([S:14][C:15]2[CH:20]=[CH:19][CH:18]=[CH:17][N:16]=2)=[CH:11][N:10]=1)=[S:32])(=[O:29])[C:23]1[CH:28]=[CH:27][CH:26]=[CH:25][CH:24]=1. The yield is 0.882. (6) The reactants are [Cl:1][C:2]1[CH:3]=[C:4]([CH:9]2[CH2:13][N:12]([C:14]([CH:16]3[CH2:21][CH2:20][NH:19][CH2:18][CH2:17]3)=[O:15])[CH2:11][CH:10]2[N:22]([CH3:37])[C:23](=[O:36])[C:24]2[CH:29]=[CH:28][C:27]([O:30][CH3:31])=[C:26]([C:32]([F:35])([F:34])[F:33])[CH:25]=2)[CH:5]=[CH:6][C:7]=1[Cl:8].C(=O)([O-])[O-].[K+].[K+].[CH2:44]([S:46](Cl)(=[O:48])=[O:47])[CH3:45]. The catalyst is CC(C)=O. The product is [Cl:1][C:2]1[CH:3]=[C:4]([CH:9]2[CH2:13][N:12]([C:14]([CH:16]3[CH2:21][CH2:20][N:19]([S:46]([CH2:44][CH3:45])(=[O:48])=[O:47])[CH2:18][CH2:17]3)=[O:15])[CH2:11][CH:10]2[N:22]([CH3:37])[C:23](=[O:36])[C:24]2[CH:29]=[CH:28][C:27]([O:30][CH3:31])=[C:26]([C:32]([F:33])([F:34])[F:35])[CH:25]=2)[CH:5]=[CH:6][C:7]=1[Cl:8]. The yield is 0.760. (7) The yield is 0.640. The product is [CH2:1]([N:8]1[CH2:13][CH2:12][C:11]([C:16]2[CH:17]=[CH:18][CH:19]=[CH:20][CH:21]=2)([OH:14])[CH2:10][CH2:9]1)[C:2]1[CH:3]=[CH:4][CH:5]=[CH:6][CH:7]=1. The catalyst is C1COCC1. The reactants are [CH2:1]([N:8]1[CH2:13][CH2:12][C:11](=[O:14])[CH2:10][CH2:9]1)[C:2]1[CH:7]=[CH:6][CH:5]=[CH:4][CH:3]=1.[Li][C:16]1[CH:17]=[CH:18][CH:19]=[CH:20][CH:21]=1. (8) The reactants are [CH2:1]([O:16]C1CCCCO1)[C:2]#[C:3][CH2:4][CH2:5][CH2:6][CH2:7][CH2:8][CH2:9][CH2:10][CH2:11][CH2:12][CH2:13][CH2:14][CH3:15].CC1C=CC(S(O)(=O)=O)=CC=1. The catalyst is CCOCC. The product is [CH2:1]([OH:16])[C:2]#[C:3][CH2:4][CH2:5][CH2:6][CH2:7][CH2:8][CH2:9][CH2:10][CH2:11][CH2:12][CH2:13][CH2:14][CH3:15]. The yield is 0.850.